This data is from Peptide-MHC class I binding affinity with 185,985 pairs from IEDB/IMGT. The task is: Regression. Given a peptide amino acid sequence and an MHC pseudo amino acid sequence, predict their binding affinity value. This is MHC class I binding data. (1) The peptide sequence is TSVDIETAIR. The MHC is HLA-A03:01 with pseudo-sequence HLA-A03:01. The binding affinity (normalized) is 0.261. (2) The peptide sequence is RADEEQQQA. The MHC is HLA-A01:01 with pseudo-sequence HLA-A01:01. The binding affinity (normalized) is 0. (3) The peptide sequence is LMAAILAYT. The MHC is HLA-A02:03 with pseudo-sequence HLA-A02:03. The binding affinity (normalized) is 1.00.